This data is from Full USPTO retrosynthesis dataset with 1.9M reactions from patents (1976-2016). The task is: Predict the reactants needed to synthesize the given product. (1) Given the product [CH2:1]([O:5][C:6](=[O:22])[NH:7][CH2:8][C:9]1([C:15]2[CH:20]=[CH:19][C:18]([I:21])=[CH:17][CH:16]=2)[CH2:10][CH2:11][N:12]([CH2:26][CH:23]2[CH2:25][CH2:24]2)[CH2:13][CH2:14]1)[CH:2]([CH3:4])[CH3:3], predict the reactants needed to synthesize it. The reactants are: [CH2:1]([O:5][C:6](=[O:22])[NH:7][CH2:8][C:9]1([C:15]2[CH:20]=[CH:19][C:18]([I:21])=[CH:17][CH:16]=2)[CH2:14][CH2:13][NH:12][CH2:11][CH2:10]1)[CH:2]([CH3:4])[CH3:3].[CH:23]1([CH:26]=O)[CH2:25][CH2:24]1.CC(O)=O.[BH-](OC(C)=O)(OC(C)=O)OC(C)=O.[Na+]. (2) Given the product [NH2:1][C@@H:2]1[C@@H:6]([NH:7][C:25]([O:27][C:28]([CH3:31])([CH3:30])[CH3:29])=[O:26])[CH2:5][N:4]([C:8]([O:10][CH2:11][C:12]2[CH:17]=[CH:16][CH:15]=[CH:14][CH:13]=2)=[O:9])[CH2:3]1, predict the reactants needed to synthesize it. The reactants are: [NH2:1][C@@H:2]1[C@@H:6]([NH2:7])[CH2:5][N:4]([C:8]([O:10][CH2:11][C:12]2[CH:17]=[CH:16][CH:15]=[CH:14][CH:13]=2)=[O:9])[CH2:3]1.C(N(CC)CC)C.[C:25](O[C:25]([O:27][C:28]([CH3:31])([CH3:30])[CH3:29])=[O:26])([O:27][C:28]([CH3:31])([CH3:30])[CH3:29])=[O:26]. (3) Given the product [CH2:15]1[CH2:14][C@:13]2([O:11][C@H:2]3[CH2:1][C:9]4[C:4]([C@H:3]3[NH:10]2)=[CH:5][CH:6]=[CH:7][CH:8]=4)[C@@:12]2([O:19][C@H:2]3[CH2:1][C:9]4[C:4]([C@H:3]3[NH:10]2)=[CH:5][CH:6]=[CH:7][CH:8]=4)[CH2:17][CH2:16]1, predict the reactants needed to synthesize it. The reactants are: [CH2:1]1[C:9]2[C:4](=[CH:5][CH:6]=[CH:7][CH:8]=2)[C@@H:3]([NH2:10])[C@H:2]1[OH:11].[C:12]1(=[O:19])[CH2:17][CH2:16][CH2:15][CH2:14][C:13]1=O. (4) The reactants are: [N+:1]([C:4]1[CH:9]=[CH:8][CH:7]=[C:6]([NH2:10])[C:5]=1[NH2:11])([O-:3])=[O:2].[OH:12][C@@H:13]([CH3:17])[C:14](O)=O. Given the product [N+:1]([C:4]1[C:5]2[N:11]=[C:14]([C@@H:13]([OH:12])[CH3:17])[NH:10][C:6]=2[CH:7]=[CH:8][CH:9]=1)([O-:3])=[O:2], predict the reactants needed to synthesize it. (5) Given the product [C:47]([O:46][CH2:45][C:44]([CH3:51])([CH3:50])[C:43]([N:35]([CH:36]1[CH2:37][CH2:38][CH:39]([F:42])[CH2:40][CH2:41]1)[C@H:32]1[CH2:33][CH2:34][NH:30][CH2:31]1)=[O:52])(=[O:49])[CH3:48], predict the reactants needed to synthesize it. The reactants are: C(N(N1CCCC1)C1C=CC(F)=CC=1F)(=O)C(C)C.C([N:30]1[CH2:34][CH2:33][C@H:32]([N:35]([C:43](=[O:52])[C:44]([CH3:51])([CH3:50])[CH2:45][O:46][C:47](=[O:49])[CH3:48])[CH:36]2[CH2:41][CH2:40][CH:39]([F:42])[CH2:38][CH2:37]2)[CH2:31]1)(OCC1C=CC=CC=1)=O. (6) Given the product [Cl:1][C:2]1[C:3]([F:20])=[C:4]([CH:17]=[CH:18][CH:19]=1)[CH2:5][C:6]1[C:7]([F:16])=[N:8][C:9]([F:15])=[C:10]([CH:14]=1)[C:11]([C:28](=[CH:27][NH:42][C@@H:43]([C:44]([CH3:35])([CH3:46])[CH3:45])[CH2:47][OH:48])[C:29]([O:31][CH2:32][CH3:33])=[O:30])=[O:13], predict the reactants needed to synthesize it. The reactants are: [Cl:1][C:2]1[C:3]([F:20])=[C:4]([CH:17]=[CH:18][CH:19]=1)[CH2:5][C:6]1[C:7]([F:16])=[N:8][C:9]([F:15])=[C:10]([CH:14]=1)[C:11]([OH:13])=O.S(Cl)(Cl)=O.CN(C)[CH:27]=[CH:28][C:29]([O:31][CH2:32][CH3:33])=[O:30].[CH2:35](N(CC)CC)C.[NH2:42][C@H:43]([CH2:47][OH:48])[CH:44]([CH3:46])[CH3:45].